Dataset: Forward reaction prediction with 1.9M reactions from USPTO patents (1976-2016). Task: Predict the product of the given reaction. (1) The product is: [CH2:18]([O:17][C:14]1[CH:15]=[CH:16][C:11]([N:7]2[CH2:6][C@H:5]([CH2:4][N:1]3[CH:27]=[CH:26][N:3]=[N:2]3)[O:9][C:8]2=[O:10])=[CH:12][C:13]=1[F:25])[C:19]1[CH:20]=[CH:21][CH:22]=[CH:23][CH:24]=1. Given the reactants [N:1]([CH2:4][C@@H:5]1[O:9][C:8](=[O:10])[N:7]([C:11]2[CH:16]=[CH:15][C:14]([O:17][CH2:18][C:19]3[CH:24]=[CH:23][CH:22]=[CH:21][CH:20]=3)=[C:13]([F:25])[CH:12]=2)[CH2:6]1)=[N+:2]=[N-:3].[CH:26]12CC(C=C1)C=[CH:27]2, predict the reaction product. (2) Given the reactants [CH3:1][CH:2]([C@H:4]([NH2:23])[C:5]([O:7][CH2:8][CH2:9][O:10][CH2:11][N:12]1[C:16]2[NH:17][C:18]([NH2:22])=[N:19][C:20](=[O:21])[C:15]=2[N:14]=[CH:13]1)=[O:6])[CH3:3].[ClH:24], predict the reaction product. The product is: [CH3:3][CH:2]([C@H:4]([NH2:23])[C:5]([O:7][CH2:8][CH2:9][O:10][CH2:11][N:12]1[C:16]2[NH:17][C:18]([NH2:22])=[N:19][C:20](=[O:21])[C:15]=2[N:14]=[CH:13]1)=[O:6])[CH3:1].[ClH:24].[NH2:23][C@H:4]([C:5]([OH:7])=[O:6])[CH3:2]. (3) Given the reactants [F:1][C:2]([F:30])([F:29])[C:3]1[CH:8]=[C:7]([C:9]([F:12])([F:11])[F:10])[CH:6]=[CH:5][C:4]=1[C:13]1[CH:17]=[C:16]([CH2:18][N:19]2[CH:24]=[C:23]3[N:25]=[C:26](Br)[N:27]=[C:22]3[CH:21]=[N:20]2)[O:15][N:14]=1.[CH3:31][C:32]1[C:33](B(O)O)=[CH:34][S:35][CH:36]=1, predict the reaction product. The product is: [F:1][C:2]([F:30])([F:29])[C:3]1[CH:8]=[C:7]([C:9]([F:12])([F:11])[F:10])[CH:6]=[CH:5][C:4]=1[C:13]1[CH:17]=[C:16]([CH2:18][N:19]2[CH:24]=[C:23]3[N:25]=[C:26]([C:33]4[C:32]([CH3:31])=[CH:36][S:35][CH:34]=4)[N:27]=[C:22]3[CH:21]=[N:20]2)[O:15][N:14]=1. (4) Given the reactants [C:1]([O:7][CH2:8][N:9]1[C:13]2[N:14]=[N:15][CH:16]=[C:17]([C:18]3[CH:19]=[N:20][N:21]([C@@H:23]([CH:27]4[CH2:31][CH2:30][CH2:29][CH2:28]4)[CH2:24][CH2:25][OH:26])[CH:22]=3)[C:12]=2[CH:11]=[CH:10]1)(=[O:6])[C:2]([CH3:5])([CH3:4])[CH3:3].[CH3:32][S:33](Cl)(=[O:35])=[O:34], predict the reaction product. The product is: [C:1]([O:7][CH2:8][N:9]1[C:13]2[N:14]=[N:15][CH:16]=[C:17]([C:18]3[CH:19]=[N:20][N:21]([C@@H:23]([CH:27]4[CH2:31][CH2:30][CH2:29][CH2:28]4)[CH2:24][CH2:25][O:26][S:33]([CH3:32])(=[O:35])=[O:34])[CH:22]=3)[C:12]=2[CH:11]=[CH:10]1)(=[O:6])[C:2]([CH3:4])([CH3:5])[CH3:3]. (5) The product is: [C:1]([O:5][C:6]([N:8]1[CH2:9][CH2:10][N:11]([C:14]2[CH:15]=[CH:16][C:17]([C:20]3[C:21]([CH3:35])=[N:22][O:23][C:24]=3[NH:25][C@H:26]([C:31]([OH:33])=[O:32])[CH2:27][CH:28]([CH3:30])[CH3:29])=[CH:18][CH:19]=2)[CH2:12][CH2:13]1)=[O:7])([CH3:2])([CH3:3])[CH3:4]. Given the reactants [C:1]([O:5][C:6]([N:8]1[CH2:13][CH2:12][N:11]([C:14]2[CH:19]=[CH:18][C:17]([C:20]3[C:21]([CH3:35])=[N:22][O:23][C:24]=3[NH:25][C@H:26]([C:31]([O:33]C)=[O:32])[CH2:27][CH:28]([CH3:30])[CH3:29])=[CH:16][CH:15]=2)[CH2:10][CH2:9]1)=[O:7])([CH3:4])([CH3:3])[CH3:2].[Li+].[OH-].Cl, predict the reaction product. (6) Given the reactants [Br:1][C:2]1[CH:12]=[CH:11][C:5]([O:6][CH2:7][C:8]([OH:10])=O)=[CH:4][CH:3]=1.[NH2:13][C:14]1[CH:15]=[C:16]([CH:20]=[CH:21][CH:22]=1)[C:17]([NH2:19])=[O:18].Cl.C(NCCCN=C=NCC)C.ON1C2C=CC=CC=2N=N1.C(N(CC)C(C)C)(C)C, predict the reaction product. The product is: [Br:1][C:2]1[CH:3]=[CH:4][C:5]([O:6][CH2:7][C:8]([NH:13][C:14]2[CH:15]=[C:16]([CH:20]=[CH:21][CH:22]=2)[C:17]([NH2:19])=[O:18])=[O:10])=[CH:11][CH:12]=1. (7) Given the reactants [Cl:1][C:2]1[CH:3]=[C:4]2[C:8](=[CH:9][CH:10]=1)[NH:7][CH:6]=[C:5]2[CH2:11][N:12]1[C:20]([C:21]2[N:25]([CH3:26])[CH:24]=[C:23]([C:27](O)=[O:28])[CH:22]=2)=[C:19]2[C:14]([N:15]([CH2:33][CH:34]([CH3:36])[CH3:35])[C:16](=[O:32])[N:17]([CH3:31])[C:18]2=[O:30])=[N:13]1.[NH:37]1[CH2:42][CH2:41][NH:40][CH2:39][CH2:38]1.C(P(=O)(OCC)OCC)#N, predict the reaction product. The product is: [Cl:1][C:2]1[CH:3]=[C:4]2[C:8](=[CH:9][CH:10]=1)[NH:7][CH:6]=[C:5]2[CH2:11][N:12]1[C:20]([C:21]2[N:25]([CH3:26])[CH:24]=[C:23]([C:27]([N:37]3[CH2:42][CH2:41][NH:40][CH2:39][CH2:38]3)=[O:28])[CH:22]=2)=[C:19]2[C:14]([N:15]([CH2:33][CH:34]([CH3:35])[CH3:36])[C:16](=[O:32])[N:17]([CH3:31])[C:18]2=[O:30])=[N:13]1.